This data is from TCR-epitope binding with 47,182 pairs between 192 epitopes and 23,139 TCRs. The task is: Binary Classification. Given a T-cell receptor sequence (or CDR3 region) and an epitope sequence, predict whether binding occurs between them. The epitope is YLQPRTFLL. The TCR CDR3 sequence is CASTRDIEAFF. Result: 1 (the TCR binds to the epitope).